From a dataset of Reaction yield outcomes from USPTO patents with 853,638 reactions. Predict the reaction yield, written as a fraction of the theoretical maximum amount of product (1.0 means a 100% yield; for example, 0.34 means a 34% yield). (1) The reactants are [CH3:1][C:2]1[CH:11]=[CH:10][C:9]([N:12]2[CH2:17][CH2:16][N:15]([CH3:18])[CH2:14][CH2:13]2)=[C:8]2[C:3]=1[CH2:4][CH2:5][C@@H:6]([NH:19][C:20](=[O:33])[C:21]1[CH:26]=[CH:25][C:24]([N:27]3[CH2:32][CH2:31][O:30][CH2:29][CH2:28]3)=[CH:23][CH:22]=1)[CH2:7]2.N1C=CN=C1.[BrH:39].C(O)(=O)C. The catalyst is C(O)C. The product is [BrH:39].[CH3:1][C:2]1[CH:11]=[CH:10][C:9]([N:12]2[CH2:17][CH2:16][N:15]([CH3:18])[CH2:14][CH2:13]2)=[C:8]2[C:3]=1[CH2:4][CH2:5][C@@H:6]([NH:19][C:20](=[O:33])[C:21]1[CH:26]=[CH:25][C:24]([N:27]3[CH2:32][CH2:31][O:30][CH2:29][CH2:28]3)=[CH:23][CH:22]=1)[CH2:7]2. The yield is 0.920. (2) The reactants are [N:1]1[CH:6]=[CH:5][CH:4]=[C:3]([CH3:7])[CH:2]=1.C(NC(C)C)(C)C.[Si:15]([O:22][CH2:23][CH2:24][CH2:25][CH2:26][CH2:27][CH2:28][CH2:29][CH2:30][CH2:31][CH2:32][CH2:33]Br)([C:18]([CH3:21])([CH3:20])[CH3:19])([CH3:17])[CH3:16].C([Li])CCC. The catalyst is O1CCCC1.CCCCCC. The product is [Si:15]([O:22][CH2:23][CH2:24][CH2:25][CH2:26][CH2:27][CH2:28][CH2:29][CH2:30][CH2:31][CH2:32][CH2:33][CH2:7][C:3]1[CH:2]=[N:1][CH:6]=[CH:5][CH:4]=1)([C:18]([CH3:19])([CH3:20])[CH3:21])([CH3:17])[CH3:16]. The yield is 0.800. (3) The reactants are [F:1][C:2]1[CH:7]=[CH:6][C:5]([N:8]2[C:12]([NH:13][C:14](=[O:22])OC3C=CC=CC=3)=[CH:11][C:10]([C:23]([F:26])([F:25])[F:24])=[N:9]2)=[CH:4][CH:3]=1.[CH3:27][O:28][C:29]1[CH:30]=[C:31]2[C:36](=[CH:37][C:38]=1[O:39][CH2:40][CH2:41][O:42][CH3:43])[N:35]=[CH:34][N:33]=[C:32]2[S:44][C:45]1[CH:46]=[C:47]([CH:49]=[CH:50][CH:51]=1)[NH2:48]. The catalyst is CN(C)C1C=CN=CC=1.C1COCC1. The product is [F:1][C:2]1[CH:3]=[CH:4][C:5]([N:8]2[C:12]([NH:13][C:14]([NH:48][C:47]3[CH:49]=[CH:50][CH:51]=[C:45]([S:44][C:32]4[C:31]5[C:36](=[CH:37][C:38]([O:39][CH2:40][CH2:41][O:42][CH3:43])=[C:29]([O:28][CH3:27])[CH:30]=5)[N:35]=[CH:34][N:33]=4)[CH:46]=3)=[O:22])=[CH:11][C:10]([C:23]([F:24])([F:25])[F:26])=[N:9]2)=[CH:6][CH:7]=1. The yield is 0.250. (4) The reactants are [CH2:1]([O:8][C:9]([C:11]1[C:19]2[C:14](=[CH:15][CH:16]=[C:17]([O:20][C:21]([C:24]([O:26]CC)=[O:25])([CH3:23])[CH3:22])[CH:18]=2)[NH:13][C:12]=1[CH3:29])=[O:10])[C:2]1[CH:7]=[CH:6][CH:5]=[CH:4][CH:3]=1.[Li+].[OH-]. The catalyst is C1COCC1.O.C(OC(=O)C)C.CCCCCC. The product is [CH2:1]([O:8][C:9]([C:11]1[C:19]2[C:14](=[CH:15][CH:16]=[C:17]([O:20][C:21]([C:24]([OH:26])=[O:25])([CH3:23])[CH3:22])[CH:18]=2)[NH:13][C:12]=1[CH3:29])=[O:10])[C:2]1[CH:7]=[CH:6][CH:5]=[CH:4][CH:3]=1. The yield is 0.840. (5) The reactants are [CH2:1]([N:10]1[C:15](=[O:16])[C:14]([C:17]2[CH:22]=[CH:21][C:20]([F:23])=[CH:19][CH:18]=2)=[C:13]([C:24]2[CH:29]=[CH:28][C:27]([S:30]([CH3:33])(=[O:32])=[O:31])=[CH:26][CH:25]=2)[CH:12]=[N:11]1)[C:2]([C:4]1[CH:9]=[CH:8][CH:7]=[CH:6][CH:5]=1)=[O:3].[BH4-].[Na+]. The catalyst is C(O)C. The product is [OH:3][CH:2]([C:4]1[CH:5]=[CH:6][CH:7]=[CH:8][CH:9]=1)[CH2:1][N:10]1[C:15](=[O:16])[C:14]([C:17]2[CH:18]=[CH:19][C:20]([F:23])=[CH:21][CH:22]=2)=[C:13]([C:24]2[CH:29]=[CH:28][C:27]([S:30]([CH3:33])(=[O:32])=[O:31])=[CH:26][CH:25]=2)[CH:12]=[N:11]1. The yield is 0.780. (6) The reactants are [CH3:1][C:2]1([CH3:19])[C:6]([CH3:8])([CH3:7])[O:5][B:4]([C:9]2[CH:14]=[CH:13][CH:12]=[C:11]([N+:15]([O-])=O)[C:10]=2[CH3:18])[O:3]1. The catalyst is CO. The product is [CH3:18][C:10]1[C:9]([B:4]2[O:5][C:6]([CH3:7])([CH3:8])[C:2]([CH3:19])([CH3:1])[O:3]2)=[CH:14][CH:13]=[CH:12][C:11]=1[NH2:15]. The yield is 1.00. (7) The reactants are [Cl:1][C:2]1[CH:8]=[C:7]([O:9][C:10]2[C:19]3[C:14](=[CH:15][C:16]([O:22][CH3:23])=[C:17]([O:20][CH3:21])[CH:18]=3)[N:13]=[CH:12][N:11]=2)[CH:6]=[CH:5][C:3]=1[NH2:4].[F:24][C:25]1[CH:30]=[CH:29][C:28]([N:31]=[C:32]=[O:33])=[CH:27][CH:26]=1. The catalyst is C(Cl)(Cl)Cl. The product is [Cl:1][C:2]1[CH:8]=[C:7]([O:9][C:10]2[C:19]3[C:14](=[CH:15][C:16]([O:22][CH3:23])=[C:17]([O:20][CH3:21])[CH:18]=3)[N:13]=[CH:12][N:11]=2)[CH:6]=[CH:5][C:3]=1[NH:4][C:32]([NH:31][C:28]1[CH:29]=[CH:30][C:25]([F:24])=[CH:26][CH:27]=1)=[O:33]. The yield is 0.810. (8) The reactants are [CH3:1][O:2][C:3]([C:5]1[S:6][C:7](Br)=[CH:8][C:9]=1[O:10][CH:11]([C:13]1[CH:18]=[CH:17][CH:16]=[CH:15][C:14]=1[Cl:19])[CH3:12])=[O:4].[B:21]1([B:21]2[O:25][C:24]([CH3:27])([CH3:26])[C:23]([CH3:29])([CH3:28])[O:22]2)[O:25][C:24]([CH3:27])([CH3:26])[C:23]([CH3:29])([CH3:28])[O:22]1. The catalyst is O1CCOCC1.Cl[Pd](Cl)([P](C1C=CC=CC=1)(C1C=CC=CC=1)C1C=CC=CC=1)[P](C1C=CC=CC=1)(C1C=CC=CC=1)C1C=CC=CC=1. The product is [CH3:1][O:2][C:3]([C:5]1[S:6][C:7]([B:21]2[O:25][C:24]([CH3:27])([CH3:26])[C:23]([CH3:29])([CH3:28])[O:22]2)=[CH:8][C:9]=1[O:10][CH:11]([C:13]1[CH:18]=[CH:17][CH:16]=[CH:15][C:14]=1[Cl:19])[CH3:12])=[O:4]. The yield is 0.710. (9) The reactants are [C:1](=[NH:25])([O:3][CH2:4][CH2:5][C:6]1[CH:11]=[CH:10][C:9]([O:12][C:13]2[CH:18]=[CH:17][C:16]([Cl:19])=[C:15]([O:20][C:21]([F:24])([F:23])[F:22])[CH:14]=2)=[CH:8][CH:7]=1)[NH2:2].[OH:26]/[CH:27]=[C:28](/[CH2:33][C:34]1[CH:35]=[N:36][CH:37]=[N:38][CH:39]=1)\[C:29](OC)=O.C([O-])([O-])=O.[Cs+].[Cs+]. The catalyst is O1CCOCC1. The product is [Cl:19][C:16]1[CH:17]=[CH:18][C:13]([O:12][C:9]2[CH:8]=[CH:7][C:6]([CH2:5][CH2:4][O:3][C:1]3[NH:2][CH:29]=[C:28]([CH2:33][C:34]4[CH:39]=[N:38][CH:37]=[N:36][CH:35]=4)[C:27](=[O:26])[N:25]=3)=[CH:11][CH:10]=2)=[CH:14][C:15]=1[O:20][C:21]([F:24])([F:22])[F:23]. The yield is 0.433. (10) The reactants are C([Si](C)(C)[O:6][CH2:7][C:8]([N:11]([C:25](=[O:34])[C:26]1[CH:31]=[C:30]([CH3:32])[CH:29]=[C:28]([CH3:33])[CH:27]=1)[NH:12][C:13](=O)[C:14]1[CH:19]=[CH:18][CH:17]=[C:16]([O:20][CH3:21])[C:15]=1[CH2:22][CH3:23])([CH3:10])[CH3:9])(C)(C)C.[F-].[CH2:38]([N+](CCCC)(CCCC)CCCC)CCC.CCOCC. The catalyst is C1COCC1. The product is [CH2:22]([C:15]1[C:16]([O:20][CH3:21])=[CH:17][CH:18]=[CH:19][C:14]=1[C:13]([NH:12][N:11]([C:8]([CH3:9])([CH3:10])[CH2:7][OH:6])[C:25](=[O:34])[C:26]1[CH:31]=[C:30]([CH3:32])[CH:29]=[C:28]([CH3:33])[CH:27]=1)=[CH2:38])[CH3:23]. The yield is 0.670.